Dataset: TCR-epitope binding with 47,182 pairs between 192 epitopes and 23,139 TCRs. Task: Binary Classification. Given a T-cell receptor sequence (or CDR3 region) and an epitope sequence, predict whether binding occurs between them. (1) The epitope is LLQTGIHVRVSQPSL. Result: 1 (the TCR binds to the epitope). The TCR CDR3 sequence is CSATGTGANYEQYF. (2) The epitope is LPPAYTNSF. The TCR CDR3 sequence is CSASGTSLNEQFF. Result: 0 (the TCR does not bind to the epitope).